From a dataset of Catalyst prediction with 721,799 reactions and 888 catalyst types from USPTO. Predict which catalyst facilitates the given reaction. (1) The catalyst class is: 9. Product: [Br:18][C:14]1[C:9]([C:3]2[CH:4]=[CH:5][C:6]([F:8])=[CH:7][C:2]=2[F:1])=[C:10]([CH3:17])[C:11](=[O:16])[O:12][C:13]=1[CH3:15]. Reactant: [F:1][C:2]1[CH:7]=[C:6]([F:8])[CH:5]=[CH:4][C:3]=1[C:9]1[CH:14]=[C:13]([CH3:15])[O:12][C:11](=[O:16])[C:10]=1[CH3:17].[Br:18]N1C(=O)CCC1=O. (2) Reactant: C[Mg]Br.[F:4][C:5]1[C:6](C#N)=[N:7][CH:8]=[C:9]([F:11])[CH:10]=1.Cl.CCO[C:18]([CH3:20])=[O:19]. Product: [F:4][C:5]1[C:6]([C:18](=[O:19])[CH3:20])=[N:7][CH:8]=[C:9]([F:11])[CH:10]=1. The catalyst class is: 1. (3) Reactant: [NH2:1][C:2]1[C:3]([C:9]([NH2:11])=[O:10])=[N:4][C:5]([Cl:8])=[CH:6][CH:7]=1.Cl.Cl[C:14](N)=[NH:15].CS(C)(=O)=O.S1(CCCC1)(=O)=O.[OH-].[NH4+]. Product: [NH2:15][C:14]1[NH:11][C:9](=[O:10])[C:3]2[N:4]=[C:5]([Cl:8])[CH:6]=[CH:7][C:2]=2[N:1]=1. The catalyst class is: 6. (4) Reactant: C(=O)=O.CC(C)=O.[Li]CCCC.Br[C:14]1[CH:15]=[CH:16][C:17]([F:20])=[N:18][CH:19]=1.C([O:24][B:25](OC(C)C)[O:26]C(C)C)(C)C. Product: [F:20][C:17]1[N:18]=[CH:19][C:14]([B:25]([OH:26])[OH:24])=[CH:15][CH:16]=1. The catalyst class is: 237. (5) Reactant: [CH3:1][O:2][C:3](=[O:32])[CH:4]([CH2:24][CH2:25][C:26]1[CH:31]=[CH:30][CH:29]=[CH:28][CH:27]=1)[CH:5]([C:14]([O:16]CC1C=CC=CC=1)=[O:15])[CH2:6][C:7]([O:9][C:10]([CH3:13])([CH3:12])[CH3:11])=[O:8]. Product: [CH3:1][O:2][C:3](=[O:32])[CH:4]([CH2:24][CH2:25][C:26]1[CH:27]=[CH:28][CH:29]=[CH:30][CH:31]=1)[CH:5]([C:14]([OH:16])=[O:15])[CH2:6][C:7]([O:9][C:10]([CH3:12])([CH3:11])[CH3:13])=[O:8]. The catalyst class is: 29.